This data is from Full USPTO retrosynthesis dataset with 1.9M reactions from patents (1976-2016). The task is: Predict the reactants needed to synthesize the given product. (1) Given the product [C:17]1([C:11]2[C:10]([OH:9])=[N:6][C:3]3[N:2]([N:1]=[CH:5][N:4]=3)[C:12]=2[OH:13])[CH:22]=[CH:21][CH:20]=[CH:19][CH:18]=1, predict the reactants needed to synthesize it. The reactants are: [NH:1]1[CH:5]=[N:4][C:3]([NH2:6])=[N:2]1.C([O:9][C:10](=O)[CH:11]([C:17]1[CH:22]=[CH:21][CH:20]=[CH:19][CH:18]=1)[C:12](OCC)=[O:13])C. (2) Given the product [N:9]1[CH:10]=[CH:11][CH:12]=[CH:13][C:8]=1[S:5]([NH:4][CH2:3][C:2]([C@@H:14]([NH:19][C:20](=[O:43])[O:21][C@H:22]([CH2:27][N:28]1[CH:32]=[CH:31][C:30]([C:33]2[CH:38]=[CH:37][C:36]([C:39]([F:42])([F:40])[F:41])=[CH:35][CH:34]=2)=[N:29]1)[C:23]([CH3:25])([CH3:26])[CH3:24])[CH2:15][CH2:16][CH2:17][CH3:18])=[O:1])(=[O:6])=[O:7], predict the reactants needed to synthesize it. The reactants are: [OH:1][C@H:2]([C@@H:14]([NH:19][C:20](=[O:43])[O:21][C@H:22]([CH2:27][N:28]1[CH:32]=[CH:31][C:30]([C:33]2[CH:38]=[CH:37][C:36]([C:39]([F:42])([F:41])[F:40])=[CH:35][CH:34]=2)=[N:29]1)[C:23]([CH3:26])([CH3:25])[CH3:24])[CH2:15][CH2:16][CH2:17][CH3:18])[CH2:3][NH:4][S:5]([C:8]1[CH:13]=[CH:12][CH:11]=[CH:10][N:9]=1)(=[O:7])=[O:6].O[C@@H]([C@@H](NC(=O)O[C@H](CN1C=CC(C2C=CC(C(F)(F)F)=CC=2)=N1)C(C)(C)C)CCCC)CNS(C1C=CC=CN=1)(=O)=O.CC(OI1(OC(C)=O)(OC(C)=O)OC(=O)C2C=CC=CC1=2)=O. (3) Given the product [CH:40]([C:38]1[CH:37]=[CH:36][N:35]=[C:34]([C:9]2[C:17]3[C:12](=[CH:13][CH:14]=[C:15]([C:18]([O:20][CH3:21])=[O:19])[CH:16]=3)[N:11]([S:22]([C:25]3[CH:26]=[CH:27][C:28]([CH3:29])=[CH:30][CH:31]=3)(=[O:23])=[O:24])[CH:10]=2)[N:39]=1)([CH3:42])[CH3:41], predict the reactants needed to synthesize it. The reactants are: CC1(C)C(C)(C)OB([C:9]2[C:17]3[C:12](=[CH:13][CH:14]=[C:15]([C:18]([O:20][CH3:21])=[O:19])[CH:16]=3)[N:11]([S:22]([C:25]3[CH:31]=[CH:30][C:28]([CH3:29])=[CH:27][CH:26]=3)(=[O:24])=[O:23])[CH:10]=2)O1.Cl[C:34]1[N:39]=[C:38]([CH:40]([CH3:42])[CH3:41])[CH:37]=[CH:36][N:35]=1.P([O-])([O-])([O-])=O.[K+].[K+].[K+].C1(P(C2CCCCC2)C2C=CC=CC=2C2C(C(C)C)=CC(C(C)C)=CC=2C(C)C)CCCCC1. (4) Given the product [C:18]([O:22][C:23](=[O:24])[NH:10][C:7]1[CH:8]=[CH:9][C:4]([CH:1]=[CH:2][CH3:3])=[CH:5][CH:6]=1)([CH3:21])([CH3:20])[CH3:19], predict the reactants needed to synthesize it. The reactants are: [CH:1]([C:4]1[CH:9]=[CH:8][C:7]([NH2:10])=[CH:6][CH:5]=1)=[CH:2][CH3:3].C(N(CC)CC)C.[C:18]([O:22][C:23](O[C:23]([O:22][C:18]([CH3:21])([CH3:20])[CH3:19])=[O:24])=[O:24])([CH3:21])([CH3:20])[CH3:19]. (5) Given the product [F:29][C:30]1[C:31]([C:37]2[N:38]=[C:26]([CH:11]3[CH2:12][CH:13]([C:15]4[CH:20]=[CH:19][C:18]([O:21][C:22]([F:25])([F:24])[F:23])=[CH:17][CH:16]=4)[CH2:14][N:9]([C:7]([N:1]4[CH2:6][CH2:5][O:4][CH2:3][CH2:2]4)=[O:8])[CH2:10]3)[O:28][N:40]=2)=[N:32][CH:33]=[C:34]([F:36])[CH:35]=1, predict the reactants needed to synthesize it. The reactants are: [N:1]1([C:7]([N:9]2[CH2:14][CH:13]([C:15]3[CH:20]=[CH:19][C:18]([O:21][C:22]([F:25])([F:24])[F:23])=[CH:17][CH:16]=3)[CH2:12][CH:11]([C:26]([OH:28])=O)[CH2:10]2)=[O:8])[CH2:6][CH2:5][O:4][CH2:3][CH2:2]1.[F:29][C:30]1[C:31]([C:37](=[NH:40])[NH:38]O)=[N:32][CH:33]=[C:34]([F:36])[CH:35]=1. (6) Given the product [CH3:1][N:2]1[C@@H:19]2[CH2:20][C:7]3[CH:8]=[CH:9][C:10]([O:22][CH3:23])=[C:11]4[O:12][C@H:13]5[C:14]([CH2:16][CH2:17][C@:18]2([OH:21])[C@:5]5([C:6]=34)[CH2:4][CH2:3]1)=[O:15].[ClH:24], predict the reactants needed to synthesize it. The reactants are: [CH3:1][N:2]1[C@@H:19]2[CH2:20][C:7]3[CH:8]=[CH:9][C:10]([O:22][CH3:23])=[C:11]4[O:12][C@H:13]5[C:14]([CH2:16][CH2:17][C@:18]2([OH:21])[C@:5]5([C:6]=34)[CH2:4][CH2:3]1)=[O:15].[Cl:24]CCl. (7) Given the product [NH2:1][C:4]1[CH:5]=[CH:6][C:7]2[CH2:16][CH2:15][C:14]3[N:13]=[CH:12][CH:11]=[CH:10][C:9]=3[C:8]=2[CH:17]=1, predict the reactants needed to synthesize it. The reactants are: [N+:1]([C:4]1[CH:5]=[CH:6][C:7]2[CH2:16][CH2:15][C:14]3[N:13]=[CH:12][CH:11]=[CH:10][C:9]=3[C:8]=2[CH:17]=1)([O-])=O.